Dataset: Catalyst prediction with 721,799 reactions and 888 catalyst types from USPTO. Task: Predict which catalyst facilitates the given reaction. (1) Reactant: [O:1]=[C:2]([CH2:8][C:9]([O:11][CH3:12])=[O:10])[CH2:3][C:4]([O:6][CH3:7])=[O:5].ClC(C)C=O.N1C=[CH:22][CH:21]=[CH:20][CH:19]=1. Product: [CH2:21]([C:20]1[O:1][C:2]([CH2:8][C:9]([O:11][CH3:12])=[O:10])=[C:3]([C:4]([O:6][CH3:7])=[O:5])[CH:19]=1)[CH3:22]. The catalyst class is: 2. (2) Reactant: [C:1]([O:5][C:6](=[O:28])[NH:7][C:8]1[C@:9]([CH3:27])([C:23]([F:26])([F:25])[F:24])[O:10][CH2:11][C@:12]([C:15]2[CH:20]=[C:19]([NH2:21])[CH:18]=[CH:17][C:16]=2[F:22])([CH3:14])[N:13]=1)([CH3:4])([CH3:3])[CH3:2].[Br:29][C:30]1[CH:31]=C[C:33]([C:36]([OH:38])=O)=[N:34][CH:35]=1.CC[N:41]=C=NCCCN(C)C.Cl.C1C=NC2N(O)N=NC=2C=1.CCN(C(C)C)C(C)C. Product: [C:1]([O:5][C:6](=[O:28])[NH:7][C:8]1[C@:9]([CH3:27])([C:23]([F:26])([F:25])[F:24])[O:10][CH2:11][C@:12]([C:15]2[CH:20]=[C:19]([NH:21][C:36]([C:33]3[N:34]=[CH:35][C:30]([Br:29])=[CH:31][N:41]=3)=[O:38])[CH:18]=[CH:17][C:16]=2[F:22])([CH3:14])[N:13]=1)([CH3:2])([CH3:3])[CH3:4]. The catalyst class is: 3. (3) Reactant: C(OC(=O)[NH:7][C@H:8]([C:17]1[NH:18][C:19]([C:22]2[CH:27]=[CH:26][C:25]([I:28])=[CH:24][C:23]=2[F:29])=[CH:20][N:21]=1)[C@H:9]([C:11]1[CH:16]=[CH:15][CH:14]=[CH:13][CH:12]=1)[CH3:10])(C)(C)C.[Cl:31]N1C(=O)CCC1=O. Product: [Cl:31][C:20]1[N:21]=[C:17]([C@@H:8]([NH2:7])[C@H:9]([C:11]2[CH:16]=[CH:15][CH:14]=[CH:13][CH:12]=2)[CH3:10])[NH:18][C:19]=1[C:22]1[CH:27]=[CH:26][C:25]([I:28])=[CH:24][C:23]=1[F:29]. The catalyst class is: 783.